This data is from Full USPTO retrosynthesis dataset with 1.9M reactions from patents (1976-2016). The task is: Predict the reactants needed to synthesize the given product. Given the product [N+:10]([C:3]1[CH:2]=[N:1][N:5]2[CH2:6][CH2:7][CH2:8][NH:9][C:4]=12)([O-:12])=[O:11], predict the reactants needed to synthesize it. The reactants are: [N:1]1[N:5]2[CH2:6][CH2:7][CH2:8][NH:9][C:4]2=[CH:3][CH:2]=1.[N+:10]([O-])([O-:12])=[O:11].[K+].